Dataset: Forward reaction prediction with 1.9M reactions from USPTO patents (1976-2016). Task: Predict the product of the given reaction. (1) The product is: [C:1]([O:4][C@@H:5]1[C@@H:10]([O:11][C:12](=[O:14])[CH3:13])[C@H:9]([O:15][C:16](=[O:18])[CH3:17])[C@@H:8]([CH2:19][O:20][C:21](=[O:23])[CH3:22])[O:7][C@H:6]1[O:24][C:25]1[C:29]([CH2:30][C:31]2[CH:36]=[CH:35][C:34]([O:37][CH2:38][CH2:39][CH2:40][NH2:41])=[CH:33][CH:32]=2)=[C:28]([CH:44]([CH3:46])[CH3:45])[NH:27][N:26]=1)(=[O:3])[CH3:2]. Given the reactants [C:1]([O:4][C@@H:5]1[C@@H:10]([O:11][C:12](=[O:14])[CH3:13])[C@H:9]([O:15][C:16](=[O:18])[CH3:17])[C@@H:8]([CH2:19][O:20][C:21](=[O:23])[CH3:22])[O:7][C@H:6]1[O:24][C:25]1[C:29]([CH2:30][C:31]2[CH:36]=[CH:35][C:34]([O:37][CH2:38][CH2:39][CH2:40][N:41]=[N+]=[N-])=[CH:33][CH:32]=2)=[C:28]([CH:44]([CH3:46])[CH3:45])[NH:27][N:26]=1)(=[O:3])[CH3:2], predict the reaction product. (2) Given the reactants [CH2:1]([O:3][C:4]([C:6]1[NH:7][C:8]2[C:13]([CH:14]=1)=[CH:12][C:11]([Cl:15])=[CH:10][CH:9]=2)=[O:5])[CH3:2].C(=O)([O-])[O-].[K+].[K+].[CH2:22](Cl)[C:23]1[CH:28]=[CH:27][CH:26]=[CH:25][CH:24]=1, predict the reaction product. The product is: [CH2:1]([O:3][C:4]([C:6]1[N:7]([CH2:22][C:23]2[CH:28]=[CH:27][CH:26]=[CH:25][CH:24]=2)[C:8]2[C:13]([CH:14]=1)=[CH:12][C:11]([Cl:15])=[CH:10][CH:9]=2)=[O:5])[CH3:2]. (3) Given the reactants Br[C:2]1[S:3][CH:4]=[CH:5][C:6]=1[CH:7]=[O:8].[C:9]([O:13][C:14]([CH3:17])([CH3:16])[CH3:15])(=[O:12])[CH:10]=[CH2:11].C(=O)([O-])[O-].[K+].[K+], predict the reaction product. The product is: [CH:7]([C:6]1[CH:5]=[CH:4][S:3][C:2]=1/[CH:11]=[CH:10]/[C:9]([O:13][C:14]([CH3:17])([CH3:16])[CH3:15])=[O:12])=[O:8]. (4) Given the reactants [CH3:1][O:2][C:3]1[N:8]=[C:7]([O:9][CH3:10])[N:6]=[C:5]([NH:11][C:12]([NH:14][S:15]([C:18]2[CH:27]=[CH:26][CH:25]=[C:24]([N+:28]([O-])=O)[C:19]=2[C:20]([O:22][CH3:23])=[O:21])(=[O:17])=[O:16])=[O:13])[N:4]=1, predict the reaction product. The product is: [NH2:28][C:24]1[CH:25]=[CH:26][CH:27]=[C:18]([S:15]([NH:14][C:12]([NH:11][C:5]2[N:6]=[C:7]([O:9][CH3:10])[N:8]=[C:3]([O:2][CH3:1])[N:4]=2)=[O:13])(=[O:16])=[O:17])[C:19]=1[C:20]([O:22][CH3:23])=[O:21]. (5) Given the reactants C(O[C:9]1[CH:14]=[CH:13][C:12]([C:15]2[O:16][C:17]3[N:18]=[C:19]([O:24][CH2:25][C@@H:26]([NH:28][C:29](=[O:35])[O:30][C:31]([CH3:34])([CH3:33])[CH3:32])[CH3:27])[N:20]=[CH:21][C:22]=3[N:23]=2)=[CH:11][C:10]=1[F:36])C1C=CC=CC=1.[N+](C1C=CC(S([O:49][CH2:50][C@H:51]2[CH2:53][C:52]2([F:55])[F:54])(=O)=O)=CC=1)([O-])=O, predict the reaction product. The product is: [F:55][C:52]1([F:54])[CH2:53][C@@H:51]1[CH2:50][O:49][C:9]1[CH:14]=[CH:13][C:12]([C:15]2[O:16][C:17]3[N:18]=[C:19]([O:24][CH2:25][C@@H:26]([NH:28][C:29](=[O:35])[O:30][C:31]([CH3:33])([CH3:32])[CH3:34])[CH3:27])[N:20]=[CH:21][C:22]=3[N:23]=2)=[CH:11][C:10]=1[F:36].